From a dataset of hERG Central: cardiac toxicity at 1µM, 10µM, and general inhibition. Predict hERG channel inhibition at various concentrations. (1) The molecule is CCCOc1ccc(S(=O)(=O)N2CCOCC2)cc1[N+](=O)[O-]. Results: hERG_inhib (hERG inhibition (general)): blocker. (2) The compound is CCOC(=O)C1(CCCc2ccccc2)CCN(C(=O)CCc2cnccn2)CC1. Results: hERG_inhib (hERG inhibition (general)): blocker. (3) The drug is Cc1oc(-c2ccc(Cl)cc2)nc1CN1CCC(C(=O)NCc2cccnc2)CC1. Results: hERG_inhib (hERG inhibition (general)): blocker.